The task is: Predict the reactants needed to synthesize the given product.. This data is from Full USPTO retrosynthesis dataset with 1.9M reactions from patents (1976-2016). (1) The reactants are: [I-].[CH3:2][S+](C)C.[H-].[Na+].[CH2:8]([O:10][C:11](=[O:20])[CH:12]=[CH:13][C:14]1[CH:19]=[CH:18][N:17]=[CH:16][CH:15]=1)[CH3:9]. Given the product [N:17]1[CH:18]=[CH:19][C:14]([C@@H:13]2[CH2:2][C@H:12]2[C:11]([O:10][CH2:8][CH3:9])=[O:20])=[CH:15][CH:16]=1, predict the reactants needed to synthesize it. (2) Given the product [NH2:24][C:22]1[N:23]=[C:18]([C:14]2[CH:13]=[C:12]([NH:11][C:8]([C:3]3[C:2]([OH:1])=[CH:7][CH:6]=[CH:5][N:4]=3)=[O:10])[CH:17]=[CH:16][CH:15]=2)[CH:19]=[C:20]([NH:25][CH3:26])[N:21]=1, predict the reactants needed to synthesize it. The reactants are: [OH:1][C:2]1[C:3]([C:8]([OH:10])=O)=[N:4][CH:5]=[CH:6][CH:7]=1.[NH2:11][C:12]1[CH:13]=[C:14]([C:18]2[N:23]=[C:22]([NH2:24])[N:21]=[C:20]([NH:25][CH3:26])[CH:19]=2)[CH:15]=[CH:16][CH:17]=1.OC1C2N=NNC=2C=CC=1.C1(N=C=NC2CCCCC2)CCCCC1. (3) Given the product [Cl:11][C:12]1[CH:13]=[C:14]([CH2:34][CH:35]2[CH2:40][CH2:39][N:38]([CH2:7][C:6]3[CH:9]=[CH:10][C:3]([C:1]#[N:2])=[CH:4][CH:5]=3)[CH2:37][CH2:36]2)[CH:15]=[C:16]2[C:20]=1[C:19](=[O:21])[N:18]([CH2:22][C:23]1[CH:28]=[CH:27][C:26]([O:29][C:30]([F:32])([F:33])[F:31])=[CH:25][CH:24]=1)[CH2:17]2, predict the reactants needed to synthesize it. The reactants are: [C:1]([C:3]1[CH:10]=[CH:9][C:6]([CH2:7]Br)=[CH:5][CH:4]=1)#[N:2].[Cl:11][C:12]1[CH:13]=[C:14]([CH2:34][CH:35]2[CH2:40][CH2:39][NH:38][CH2:37][CH2:36]2)[CH:15]=[C:16]2[C:20]=1[C:19](=[O:21])[N:18]([CH2:22][C:23]1[CH:28]=[CH:27][C:26]([O:29][C:30]([F:33])([F:32])[F:31])=[CH:25][CH:24]=1)[CH2:17]2.C(=O)([O-])[O-].[K+].[K+].C(#N)C. (4) Given the product [Br:1][C:2]1[CH:7]=[CH:6][C:5]([S:8]([N:23]2[CH2:24][C:21]3([CH2:18][O:19][CH2:20]3)[CH2:22]2)(=[O:10])=[O:9])=[CH:4][CH:3]=1, predict the reactants needed to synthesize it. The reactants are: [Br:1][C:2]1[CH:7]=[CH:6][C:5]([S:8](Cl)(=[O:10])=[O:9])=[CH:4][CH:3]=1.C(O)(=O)C(O)=O.[CH2:18]1[C:21]2([CH2:24][NH:23][CH2:22]2)[CH2:20][O:19]1.[CH2:18]1[C:21]2([CH2:24][NH:23][CH2:22]2)[CH2:20][O:19]1.CCN(C(C)C)C(C)C.Cl. (5) Given the product [Si:1]([O:8][C@@H:9]1[CH2:14][CH2:13][C@H:12]([N:15]2[CH2:19][CH2:18][C:17]3([CH2:24][CH2:23][CH2:22][NH:21][CH2:20]3)[C:16]2=[O:35])[CH2:11][CH2:10]1)([C:4]([CH3:7])([CH3:5])[CH3:6])([CH3:3])[CH3:2], predict the reactants needed to synthesize it. The reactants are: [Si:1]([O:8][C@@H:9]1[CH2:14][CH2:13][C@H:12]([N:15]2[CH2:19][CH2:18][C:17]3([CH2:24][CH2:23][CH2:22][N:21](C(OCC4C=CC=CC=4)=O)[CH2:20]3)[C:16]2=[O:35])[CH2:11][CH2:10]1)([C:4]([CH3:7])([CH3:6])[CH3:5])([CH3:3])[CH3:2].